From a dataset of Drug-target binding data from BindingDB using IC50 measurements. Regression. Given a target protein amino acid sequence and a drug SMILES string, predict the binding affinity score between them. We predict pIC50 (pIC50 = -log10(IC50 in M); higher means more potent). Dataset: bindingdb_ic50. (1) The compound is C=CCN1C(=O)NC(=O)/C(=C/c2ccc(-c3cc([N+](=O)[O-])ccc3Cl)o2)C1=O. The target protein (Q9RI12) has sequence MKSVKIMGTMPPSISLAKAHERISQHWQNPVGELNIGGKRYRIIDNQVLRLNPHSGFSLFREGVGKIFSGKMFNFSIARNLTDTLHAAQKTTSQELRSDIPNALSNLFGAKPQTELPLGWKGEPLSGAPDLEGMRVAETDKFAEGESHISIIETKDKQRLVAKIERSIAEGHLFAELEAYKHIYKTAGKHPNLANVHGMAVVPYGNRKEEALLMDEVDGWRCSDTLRTLADSWKQGKINSEAYWGTIKFIAHRLLDVTNHLAKAGVVHNDIKPGNVVFDRASGEPVVIDLGLHSRSGEQPKGFTESFKAPELGVGNLGASEKSDVFLVVSTLLHCIEGFEKNPEIKPNQGLRFITSEPAHVMDENGYPIHRPGIAGVETAYTRFITDILGVSADSRPDSNEARLHEFLSDGTIDEESAKQILKDTLTGEMSPLSTDVRRITPKKLRELSDLLRTHLSSAATKQLDMGGVLSDLDTMLVALDKAEREGGVDKDQLKSFNSL.... The pIC50 is 5.0. (2) The compound is CCCCCCCN1C(=O)CCC(CC)(c2ccncc2)C1=O. The target protein (P00189) has sequence MLARGLPLRSALVKACPPILSTVGEGWGHHRVGTGEGAGISTKTPRPYSEIPSPGDNGWLNLYHFWREKGSQRIHFRHIENFQKYGPIYREKLGNLESVYIIHPEDVAHLFKFEGSYPERYDIPPWLAYHRYYQKPIGVLFKKSGTWKKDRVVLNTEVMAPEAIKNFIPLLNPVSQDFVSLLHKRIKQQGSGKFVGDIKEDLFHFAFESITNVMFGERLGMLEETVNPEAQKFIDAVYKMFHTSVPLLNVPPELYRLFRTKTWRDHVAAWDTIFNKAEKYTEIFYQDLRRKTEFRNYPGILYCLLKSEKMLLEDVKANITEMLAGGVNTTSMTLQWHLYEMARSLNVQEMLREEVLNARRQAEGDISKMLQMVPLLKASIKETLRLHPISVTLQRYPESDLVLQDYLIPAKTLVQVAIYAMGRDPAFFSSPDKFDPTRWLSKDKDLIHFRNLGFGWGVRQCVGRRIAELEMTLFLIHILENFKVEMQHIGDVDTIFNLIL.... The pIC50 is 3.7. (3) The small molecule is COc1ccc2c(c1)c(CC(=O)O)c(C)n2C(=O)c1ccc(Cl)cc1. The target protein sequence is ANPCCSNPCQNRGECMSTGFDQYKCDCTRTGFYGENCTTPEFLTRIKLLLKPTPNTVHYILTHFKGVWNIVNNIPFLRSLIMKYVLTSRSYLIDSPPTYNVHYGYKSWEAFSNLSYYTRALPPVADDCPTPMGVKGNKELPDSKEVLEKVLLRREFIPDPQGSNMMFAFFAQHFTHQFFKTDHKRGPGFTRGLGHGVDLNHIYGETLDRQHKLRLFKDGKLKYQVIGGEVYPPTVKDTQVEMIYPPHIPENLQFAVGQEVFGLVPGLMMYATIWLREHNRVCDILKQEHPEWGDEQLFQTSRLILIGETIKIVIEDYLQHLSGYHFKLKFDPELLFNQQFQYQNRIASEFNTLYHWHPLLPDTFNIEDQEYSFKQFLYNNSILLEHGLTQFVESFTRQIAGRVAGGRNVPIAVQAVAKASIDQSREMKYQSLNEYRKRFSLKPYTSFEELTGEKEMAAELKALYSDIDVMELYPALLVEKPRPDAIFGETMVELGAPFSL.... The pIC50 is 5.4. (4) The small molecule is COc1ccc(/C=C2\C(=O)Nc3ccccc32)cc1C(C)(C)C. The target protein (P35969) has sequence MVSCWDTAVLPYALLGCLLLTGYGSGSKLKVPELSLKGTQHVMQAGQTLFLKCRGEAAHSWSLPTTVSQEDKRLSITPPSACGRDNRQFCSTLTLDTAQANHTGLYTCRYLPTSTSKKKKAESSIYIFVSDAGSPFIEMHTDIPKLVHMTEGRQLIIPCRVTSPNVTVTLKKFPFDTLTPDGQRITWDSRRGFIIANATYKEIGLLNCEATVNGHLYQTNYLTHRQTNTILDVQIRPPSPVRLLHGQTLVLNCTATTELNTRVQMSWNYPGKATKRASIRQRIDRSHSHNNVFHSVLKINNVESRDKGLYTCRVKSGSSFQSFNTSVHVYEKGFISVKHRKQPVQETTAGRRSYRLSMKVKAFPSPEIVWLKDGSPATLKSARYLVHGYSLIIKDVTTEDAGDYTILLGIKQSRLFKNLTATLIVNVKPQIYEKSVSSLPSPPLYPLGSRQVLTCTVYGIPRPTITWLWHPCHHNHSKERYDFCTENEESFILDPSSNLG.... The pIC50 is 4.0.